Predict the product of the given reaction. From a dataset of Forward reaction prediction with 1.9M reactions from USPTO patents (1976-2016). (1) Given the reactants C(C1CCC([N:11]([CH2:26][C:27]2[CH:44]=[CH:43][C:30]([C:31]([CH:33]([NH:37][CH2:38][CH2:39][C:40]([OH:42])=[O:41])[CH:34]3[CH2:36][CH2:35]3)=[O:32])=[CH:29][CH:28]=2)[C:12]([NH:14][C:15]2[CH:20]=[CH:19][C:18]([O:21][C:22]([F:25])([F:24])[F:23])=[CH:17][CH:16]=2)=[O:13])CC1)(C)(C)C.[C:45](O)([C:47](F)(F)F)=O, predict the reaction product. The product is: [C:27]([CH:45]1[CH2:47][CH2:17][CH:16]([CH:26]([NH:11][C:12]([NH:14][C:15]2[CH:16]=[CH:17][C:18]([O:21][C:22]([F:23])([F:24])[F:25])=[CH:19][CH:20]=2)=[O:13])[C:27]2[CH:44]=[CH:43][C:30]([C:31]([CH:33]([NH:37][CH2:38][CH2:39][C:40]([OH:42])=[O:41])[CH:34]3[CH2:35][CH2:36]3)=[O:32])=[CH:29][CH:28]=2)[CH2:15][CH2:20]1)([CH3:44])([CH3:28])[CH3:26]. (2) Given the reactants [C:1]([CH:4]1[CH2:8][N:7]([C@H:9]([C:11]2[CH:16]=[CH:15][C:14]([O:17][CH3:18])=[CH:13][CH:12]=2)[CH3:10])[C:6](=[O:19])[CH2:5]1)(=[O:3])[CH3:2].[OH-].C([N+](C)(C)C)C1C=CC=CC=1, predict the reaction product. The product is: [C:1]([C@H:4]1[CH2:8][N:7]([C@H:9]([C:11]2[CH:12]=[CH:13][C:14]([O:17][CH3:18])=[CH:15][CH:16]=2)[CH3:10])[C:6](=[O:19])[CH2:5]1)(=[O:3])[CH3:2].